From a dataset of Forward reaction prediction with 1.9M reactions from USPTO patents (1976-2016). Predict the product of the given reaction. (1) Given the reactants [F:1][C:2]1[CH:7]=[CH:6][CH:5]=[CH:4][C:3]=1B(O)O.N1C=CC(B(O)O)=CC=1.Br[C:21]1[CH:48]=[CH:47][C:24]([CH2:25][N:26]2[C:34]3[C:29](=[CH:30][CH:31]=[CH:32][CH:33]=3)[C:28]3([CH2:38][O:37][C:36]4[CH:39]=[C:40]5[C:44](=[CH:45][C:35]3=4)[CH2:43][CH2:42][O:41]5)[C:27]2=[O:46])=[CH:23][CH:22]=1.BrC1OC(CN2C3C(=CC=CC=3)C3(COC4C=C5C(=CC3=4)CCO5)C2=O)=CC=1, predict the reaction product. The product is: [F:1][C:2]1[CH:7]=[CH:6][CH:5]=[CH:4][C:3]=1[C:21]1[CH:48]=[CH:47][C:24]([CH2:25][N:26]2[C:34]3[C:29](=[CH:30][CH:31]=[CH:32][CH:33]=3)[C:28]3([CH2:38][O:37][C:36]4[CH:39]=[C:40]5[C:44](=[CH:45][C:35]3=4)[CH2:43][CH2:42][O:41]5)[C:27]2=[O:46])=[CH:23][CH:22]=1. (2) The product is: [Br:20][CH2:13][C:8]1[C:7]2[C:12](=[C:3]([OH:2])[CH:4]=[CH:5][CH:6]=2)[N:11]=[CH:10][CH:9]=1. Given the reactants C[O:2][C:3]1[CH:4]=[CH:5][CH:6]=[C:7]2[C:12]=1[N:11]=[CH:10][CH:9]=[C:8]2[CH2:13]O.C(=O)(O)[O-].[Na+].[BrH:20], predict the reaction product. (3) Given the reactants [NH2:1][C:2]1[CH:3]=[C:4]([CH:8]=[C:9]([C:11]([F:14])([F:13])[F:12])[CH:10]=1)[C:5]([OH:7])=[O:6].Cl[C:16]([O:18][CH2:19][C:20]1[CH:25]=[CH:24][CH:23]=[CH:22][CH:21]=1)=[O:17], predict the reaction product. The product is: [CH2:19]([O:18][C:16]([NH:1][C:2]1[CH:3]=[C:4]([CH:8]=[C:9]([C:11]([F:12])([F:13])[F:14])[CH:10]=1)[C:5]([OH:7])=[O:6])=[O:17])[C:20]1[CH:25]=[CH:24][CH:23]=[CH:22][CH:21]=1. (4) Given the reactants Br[CH2:2][C:3]([C:5]1[CH:14]=[CH:13][C:8]([C:9]([O:11][CH3:12])=[O:10])=[CH:7][CH:6]=1)=O.[NH2:15][C:16]([NH2:18])=[S:17].C(=O)([O-])[O-].[Na+].[Na+].O, predict the reaction product. The product is: [NH2:18][C:16]1[S:17][CH:2]=[C:3]([C:5]2[CH:14]=[CH:13][C:8]([C:9]([O:11][CH3:12])=[O:10])=[CH:7][CH:6]=2)[N:15]=1. (5) Given the reactants [Br:1][C:2]1[CH:7]=[CH:6][CH:5]=[C:4]([N+:8]([O-:10])=[O:9])[C:3]=1[OH:11].CI.[C:14](=O)([O-])[O-].[K+].[K+], predict the reaction product. The product is: [Br:1][C:2]1[CH:7]=[CH:6][CH:5]=[C:4]([N+:8]([O-:10])=[O:9])[C:3]=1[O:11][CH3:14]. (6) Given the reactants [Cl:1][C:2]1[CH:10]=[C:9]2[C:5]([C:6]([CH:11]=[O:12])=[CH:7][NH:8]2)=[CH:4][C:3]=1[C:13]1[CH:18]=[CH:17][C:16]([CH:19]2[CH2:23][CH2:22][N:21]([C:24]([O:26][C:27]([CH3:30])([CH3:29])[CH3:28])=[O:25])[CH2:20]2)=[CH:15][CH:14]=1.CC(=CC)C.Cl([O-])=[O:37].[Na+].O.O.OP([O-])(O)=O.[Na+], predict the reaction product. The product is: [C:27]([O:26][C:24]([N:21]1[CH2:22][CH2:23][CH:19]([C:16]2[CH:17]=[CH:18][C:13]([C:3]3[CH:4]=[C:5]4[C:9](=[CH:10][C:2]=3[Cl:1])[NH:8][CH:7]=[C:6]4[C:11]([OH:37])=[O:12])=[CH:14][CH:15]=2)[CH2:20]1)=[O:25])([CH3:30])([CH3:29])[CH3:28]. (7) Given the reactants C([O:3][C:4](=[O:15])[CH2:5][N:6]1[C:10]2=[N:11][CH:12]=[CH:13][CH:14]=[C:9]2[CH:8]=[N:7]1)C.Cl, predict the reaction product. The product is: [N:6]1([CH2:5][C:4]([OH:15])=[O:3])[C:10]2=[N:11][CH:12]=[CH:13][CH:14]=[C:9]2[CH:8]=[N:7]1.